This data is from Full USPTO retrosynthesis dataset with 1.9M reactions from patents (1976-2016). The task is: Predict the reactants needed to synthesize the given product. (1) The reactants are: C(O)C(O)CCO.[F:8][C:9]1[C:10]([CH3:25])=[C:11]([C@:15]2([C:21]([O:23][CH3:24])=[O:22])[CH2:19][CH2:18][C:17](=[O:20])[CH2:16]2)[CH:12]=[CH:13][CH:14]=1.C1CCN2C(=NCCC2)CC1. Given the product [F:8][C:9]1[C:10]([CH3:25])=[C:11]([C:15]2([C:21]([O:23][CH3:24])=[O:22])[CH2:19][CH2:18][C:17](=[O:20])[CH2:16]2)[CH:12]=[CH:13][CH:14]=1, predict the reactants needed to synthesize it. (2) Given the product [NH2:23][C:20]1[CH:21]=[CH:22][N:18]([CH2:17][CH2:16][NH:15][C:12]2[N:11]=[CH:10][C:9]([NH:8][C:6](=[O:7])[C:5]3[CH:43]=[CH:44][C:2]([Cl:1])=[CH:3][C:4]=3[N:45]([CH3:46])[CH3:47])=[CH:14][CH:13]=2)[N:19]=1, predict the reactants needed to synthesize it. The reactants are: [Cl:1][C:2]1[CH:44]=[CH:43][C:5]([C:6]([NH:8][C:9]2[CH:10]=[N:11][C:12]([NH:15][CH2:16][CH2:17][N:18]3[CH:22]=[CH:21][C:20]([NH:23]C(C4C=CC=CC=4)(C4C=CC=CC=4)C4C=CC=CC=4)=[N:19]3)=[CH:13][CH:14]=2)=[O:7])=[C:4]([N:45]([CH3:47])[CH3:46])[CH:3]=1.Cl. (3) The reactants are: [CH3:1][O:2][C:3](=[O:18])[CH2:4][N:5]1[C:10]2[CH:11]=[CH:12][CH:13]=[CH:14][C:9]=2[O:8][C:7]([CH3:16])([CH3:15])[C:6]1=O.COC1C=CC(P2(SP(C3C=CC(OC)=CC=3)(=S)S2)=[S:28])=CC=1.O.C(=O)([O-])O.[Na+]. Given the product [CH3:1][O:2][C:3](=[O:18])[CH2:4][N:5]1[C:10]2[CH:11]=[CH:12][CH:13]=[CH:14][C:9]=2[O:8][C:7]([CH3:16])([CH3:15])[C:6]1=[S:28], predict the reactants needed to synthesize it.